Predict the product of the given reaction. From a dataset of Forward reaction prediction with 1.9M reactions from USPTO patents (1976-2016). Given the reactants [O:1]([C:8]1[CH:9]=[C:10]([OH:14])[CH:11]=[CH:12][CH:13]=1)[C:2]1[CH:7]=[CH:6][CH:5]=[CH:4][CH:3]=1.[Cl:15]N1C(=O)CCC1=O, predict the reaction product. The product is: [Cl:15][C:13]1[CH:12]=[CH:11][C:10]([OH:14])=[CH:9][C:8]=1[O:1][C:2]1[CH:3]=[CH:4][CH:5]=[CH:6][CH:7]=1.